Dataset: Full USPTO retrosynthesis dataset with 1.9M reactions from patents (1976-2016). Task: Predict the reactants needed to synthesize the given product. (1) Given the product [Br:13][C:9]1[C:8]([CH3:14])=[C:7]([N:6]2[C:4](=[O:5])[C:3]3[C:2](=[C:18]([F:19])[CH:17]=[CH:16][CH:15]=3)[NH:1][C:21]2=[O:24])[CH:12]=[CH:11][CH:10]=1, predict the reactants needed to synthesize it. The reactants are: [NH2:1][C:2]1[C:18]([F:19])=[CH:17][CH:16]=[CH:15][C:3]=1[C:4]([NH:6][C:7]1[CH:12]=[CH:11][CH:10]=[C:9]([Br:13])[C:8]=1[CH3:14])=[O:5].Cl[C:21]([O:24]C(=O)OC(Cl)(Cl)Cl)(Cl)Cl.C([O-])(O)=O.[Na+]. (2) Given the product [F:21][C@@H:19]1[CH2:20][N:16]([C:14](=[O:15])[CH2:13][NH:12][C:7]23[CH2:6][CH2:5][C:4]([C:1]([NH:51][C@@H:49]([CH3:50])[CH2:48][F:47])=[O:2])([CH2:11][CH2:10]2)[CH2:9][CH2:8]3)[C@H:17]([C:22]#[N:23])[CH2:18]1, predict the reactants needed to synthesize it. The reactants are: [C:1]([C:4]12[CH2:11][CH2:10][C:7]([NH:12][CH2:13][C:14]([N:16]3[CH2:20][C@@H:19]([F:21])[CH2:18][C@H:17]3[C:22]#[N:23])=[O:15])([CH2:8][CH2:9]1)[CH2:6][CH2:5]2)(O)=[O:2].ON1C2C=CC=CC=2N=N1.Cl.CN(C)CCCN=C=NCC.Cl.[F:47][CH2:48][C@@H:49]([NH2:51])[CH3:50]. (3) Given the product [OH:8][C@H:9]([CH2:26][N:27]([CH2:28][CH:29]([CH3:31])[CH3:30])[S:41]([C:38]1[CH:37]=[CH:36][C:35]([N+:32]([O-:34])=[O:33])=[CH:40][CH:39]=1)(=[O:42])=[O:43])[C@@H:10]([NH:18][C:19](=[O:25])[O:20][C:21]([CH3:24])([CH3:23])[CH3:22])[CH2:11][C:12]1[CH:17]=[CH:16][CH:15]=[CH:14][CH:13]=1, predict the reactants needed to synthesize it. The reactants are: C(N(CC)CC)C.[OH:8][C@H:9]([CH2:26][NH:27][CH2:28][CH:29]([CH3:31])[CH3:30])[C@@H:10]([NH:18][C:19](=[O:25])[O:20][C:21]([CH3:24])([CH3:23])[CH3:22])[CH2:11][C:12]1[CH:17]=[CH:16][CH:15]=[CH:14][CH:13]=1.[N+:32]([C:35]1[CH:40]=[CH:39][C:38]([S:41](Cl)(=[O:43])=[O:42])=[CH:37][CH:36]=1)([O-:34])=[O:33]. (4) Given the product [C:1]([NH:9][C:10]([NH:12][C@@:13]1([C:21]2[S:22][CH:23]=[C:24]([Br:26])[CH:25]=2)[CH2:18][CH2:17][O:16][CH2:15][C@H:14]1[CH2:19][OH:20])=[S:11])(=[O:8])[C:2]1[CH:7]=[CH:6][CH:5]=[CH:4][CH:3]=1, predict the reactants needed to synthesize it. The reactants are: [C:1]([N:9]=[C:10]=[S:11])(=[O:8])[C:2]1[CH:7]=[CH:6][CH:5]=[CH:4][CH:3]=1.[NH2:12][C@@:13]1([C:21]2[S:22][CH:23]=[C:24]([Br:26])[CH:25]=2)[CH2:18][CH2:17][O:16][CH2:15][C@H:14]1[CH2:19][OH:20]. (5) Given the product [C:1]([C:5]1[CH:6]=[CH:7][C:8]2[N:12]=[C:11]([N:26]3[CH2:25][CH2:24][N:23]([C:18]4[CH:30]=[CH:29][N:32]=[CH:22][C:17]=4[Cl:16])[CH2:28][CH2:27]3)[NH:10][C:9]=2[CH:14]=1)([CH3:4])([CH3:3])[CH3:2], predict the reactants needed to synthesize it. The reactants are: [C:1]([C:5]1[CH:6]=[CH:7][C:8]2[N:12]=[C:11](Cl)[NH:10][C:9]=2[CH:14]=1)([CH3:4])([CH3:3])[CH3:2].Cl.[Cl:16][C:17]1[C:18]([N:23]2[CH2:28][CH2:27][NH:26][CH2:25][CH2:24]2)=NC=C[CH:22]=1.[CH:29]([N:32](CC)C(C)C)(C)[CH3:30]. (6) Given the product [CH2:7]([O:6][C:4](=[O:5])[CH2:3][C:14]1([OH:16])[CH:13]=[C:12]([CH3:17])[C:11](=[O:18])[C:10]([CH3:9])=[CH:15]1)[CH3:8], predict the reactants needed to synthesize it. The reactants are: Br[Zn][CH2:3][C:4]([O:6][CH2:7][CH3:8])=[O:5].[CH3:9][C:10]1[C:11](=[O:18])[C:12]([CH3:17])=[CH:13][C:14](=[O:16])[CH:15]=1.Cl.C(OCC)(=O)C. (7) Given the product [CH3:1][O:2][C:3]([C:5]1[CH:10]=[N:9][C:8]([N:21]2[CH2:26][CH2:25][CH2:24][CH2:23][CH2:22]2)=[CH:7][N:6]=1)=[O:4], predict the reactants needed to synthesize it. The reactants are: [CH3:1][O:2][C:3]([C:5]1[CH:10]=[N:9][C:8](Cl)=[CH:7][N:6]=1)=[O:4].CCN(C(C)C)C(C)C.[NH:21]1[CH2:26][CH2:25][CH2:24][CH2:23][CH2:22]1.